The task is: Predict the reactants needed to synthesize the given product.. This data is from Full USPTO retrosynthesis dataset with 1.9M reactions from patents (1976-2016). Given the product [Br:1][C:2]1[CH:3]=[C:4]2[C:10]([I:11])=[CH:9][NH:8][C:5]2=[N:6][CH:7]=1, predict the reactants needed to synthesize it. The reactants are: [Br:1][C:2]1[CH:3]=[C:4]2[CH:10]=[CH:9][NH:8][C:5]2=[N:6][CH:7]=1.[I:11]N1C(=O)CCC1=O.